Dataset: Reaction yield outcomes from USPTO patents with 853,638 reactions. Task: Predict the reaction yield, written as a fraction of the theoretical maximum amount of product (1.0 means a 100% yield; for example, 0.34 means a 34% yield). (1) The reactants are [C:1]([O:4][CH2:5][C:6]1[C:11]([N:12]2[C:24](=[O:25])[C:23]3[S:22][C:21]4[CH2:20][CH2:19][CH2:18][CH2:17][C:16]=4[C:15]=3[CH2:14][CH2:13]2)=[CH:10][C:9]([F:26])=[CH:8][C:7]=1[C:27]1[CH:32]=[C:31]([NH:33][C:34]2[CH:38]=C(C3CC3)N[N:35]=2)[C:30](=[O:42])[N:29]([CH3:43])[CH:28]=1)(=[O:3])[CH3:2].BrC1C=C(NC2C=[CH:62][C:61]3[CH2:60][N:59]([CH3:64])[CH2:58][CH2:57][C:56]=3N=2)C(=O)N(C)C=1.C(OCC1C(B2OC(C)(C)C(C)(C)O2)=CC=CC=1N1C(=O)C2SC3CCCCC=3C=2CC1)(=O)C. No catalyst specified. The product is [C:1]([O:4][CH2:5][C:6]1[C:11]([N:12]2[C:24](=[O:25])[C:23]3[S:22][C:21]4[CH2:20][CH2:19][CH2:18][CH2:17][C:16]=4[C:15]=3[CH2:14][CH2:13]2)=[CH:10][C:9]([F:26])=[CH:8][C:7]=1[C:27]1[CH:32]=[C:31]([NH:33][C:34]2[CH:38]=[CH:62][C:61]3[CH2:60][N:59]([CH3:64])[CH2:58][CH2:57][C:56]=3[N:35]=2)[C:30](=[O:42])[N:29]([CH3:43])[CH:28]=1)(=[O:3])[CH3:2]. The yield is 0.500. (2) The reactants are [NH2:1][C:2]1[S:3][CH:4]=[CH:5][C:6]=1[C:7](=[O:14])[C:8]1[CH:13]=[CH:12][CH:11]=[CH:10][CH:9]=1.[H][H].[Br:17][C:18]([CH3:23])([CH3:22])[C:19](Br)=[O:20]. No catalyst specified. The product is [C:7]([C:6]1[CH:5]=[CH:4][S:3][C:2]=1[NH:1][C:19](=[O:20])[C:18]([Br:17])([CH3:23])[CH3:22])(=[O:14])[C:8]1[CH:13]=[CH:12][CH:11]=[CH:10][CH:9]=1. The yield is 0.860. (3) The reactants are [OH:1][CH:2]1[CH2:11][C:10]2[CH:9]=[C:8]([C:12]([O:14][CH3:15])=[O:13])[CH:7]=[CH:6][C:5]=2[CH2:4][CH2:3]1.[Cl:16][C:17]1[CH:24]=[CH:23][C:20]([CH2:21]Br)=[CH:19][CH:18]=1. The catalyst is COCCOC.[I-].C([N+](CCCC)(CCCC)CCCC)CCC.[Ag-]=O. The product is [Cl:16][C:17]1[CH:24]=[CH:23][C:20]([CH2:21][O:1][CH:2]2[CH2:11][C:10]3[CH:9]=[C:8]([C:12]([O:14][CH3:15])=[O:13])[CH:7]=[CH:6][C:5]=3[CH2:4][CH2:3]2)=[CH:19][CH:18]=1. The yield is 0.610. (4) The reactants are [CH3:1][O:2][C:3]1[CH:8]=[CH:7][C:6]([C:9]2[C:13]3[CH:14]=[C:15]([C:18]4[O:22][C:21]([SH:23])=[N:20][N:19]=4)[CH:16]=[CH:17][C:12]=3[O:11][CH:10]=2)=[CH:5][CH:4]=1.Br[CH2:25][C:26]1[CH:27]=[C:28]([CH:31]=[CH:32][CH:33]=1)[C:29]#[N:30]. No catalyst specified. The product is [CH3:1][O:2][C:3]1[CH:4]=[CH:5][C:6]([C:9]2[C:13]3[CH:14]=[C:15]([C:18]4[O:22][C:21]([S:23][CH2:25][C:26]5[CH:27]=[C:28]([CH:31]=[CH:32][CH:33]=5)[C:29]#[N:30])=[N:20][N:19]=4)[CH:16]=[CH:17][C:12]=3[O:11][CH:10]=2)=[CH:7][CH:8]=1. The yield is 0.870.